This data is from Full USPTO retrosynthesis dataset with 1.9M reactions from patents (1976-2016). The task is: Predict the reactants needed to synthesize the given product. (1) Given the product [C:26]([O:29][CH2:30][C:31]1[C:36]([N:37]2[CH2:49][CH2:48][N:40]3[C:41]4[CH2:42][CH2:43][CH2:44][CH2:45][C:46]=4[CH:47]=[C:39]3[C:38]2=[O:50])=[CH:35][C:34]([F:51])=[CH:33][C:32]=1[C:4]1[CH:5]=[C:6]([NH:9][C:10]2[CH:22]=[C:13]3[CH2:14][N:15]([CH:18]4[CH2:21][O:20][CH2:19]4)[CH2:16][CH2:17][N:12]3[N:11]=2)[C:7](=[O:8])[N:2]([CH3:1])[CH:3]=1)(=[O:28])[CH3:27], predict the reactants needed to synthesize it. The reactants are: [CH3:1][N:2]1[C:7](=[O:8])[C:6]([NH:9][C:10]2[CH:22]=[C:13]3[CH2:14][N:15]([CH:18]4[CH2:21][O:20][CH2:19]4)[CH2:16][CH2:17][N:12]3[N:11]=2)=[CH:5][C:4](B(O)O)=[CH:3]1.[C:26]([O:29][CH2:30][C:31]1[C:36]([N:37]2[CH2:49][CH2:48][N:40]3[C:41]4[CH2:42][CH2:43][CH2:44][CH2:45][C:46]=4[CH:47]=[C:39]3[C:38]2=[O:50])=[CH:35][C:34]([F:51])=[CH:33][C:32]=1Br)(=[O:28])[CH3:27].C([O-])([O-])=O.[Na+].[Na+].O. (2) Given the product [CH2:1]([O:8][C:9]1[CH:14]=[CH:13][C:12]([C:15]#[N:16])=[CH:11][C:10]=1[CH:17]([NH2:25])[CH2:18][C:19]1[CH:24]=[CH:23][CH:22]=[CH:21][CH:20]=1)[C:2]1[CH:3]=[CH:4][CH:5]=[CH:6][CH:7]=1, predict the reactants needed to synthesize it. The reactants are: [CH2:1]([O:8][C:9]1[CH:14]=[CH:13][C:12]([C:15]#[N:16])=[CH:11][C:10]=1[CH:17]([NH:25]C(OC(C)(C)C)=O)[CH2:18][C:19]1[CH:24]=[CH:23][CH:22]=[CH:21][CH:20]=1)[C:2]1[CH:7]=[CH:6][CH:5]=[CH:4][CH:3]=1.Cl. (3) Given the product [F:7][C:8]1[CH:13]=[CH:12][CH:11]=[CH:10][C:9]=1[C:14]1[NH:18][CH:17]=[C:16]([C:19]#[N:20])[CH:15]=1, predict the reactants needed to synthesize it. The reactants are: CN(C)C(=O)C.[F:7][C:8]1[CH:13]=[CH:12][CH:11]=[CH:10][C:9]=1[C:14](=O)[CH2:15][CH:16]([C:19]#[N:20])[C:17]#[N:18].C(N(CC)CC)C.C(O)=O. (4) The reactants are: CC[O-].[Na+].[Na].[C:6]([NH:9][NH2:10])([NH2:8])=[NH:7].Cl.[Na+].[Cl-].O=[C:15]([CH3:22])[CH2:16][C:17](OCC)=[O:18]. Given the product [NH2:7][C:6]1[N:9]([NH2:10])[C:17](=[O:18])[CH:16]=[C:15]([CH3:22])[N:8]=1, predict the reactants needed to synthesize it. (5) Given the product [C:15]([C:17]1[CH:18]=[C:19]2[C:20](=[CH:21][CH:22]=1)[NH:23][C:2]1[CH2:7][CH2:6][CH:5]([NH:8][C:9]([CH:11]3[CH2:13][CH2:12]3)=[O:10])[CH2:4][C:3]2=1)#[N:16], predict the reactants needed to synthesize it. The reactants are: O=[C:2]1[CH2:7][CH2:6][CH:5]([NH:8][C:9]([CH:11]2[CH2:13][CH2:12]2)=[O:10])[CH2:4][CH2:3]1.Cl.[C:15]([C:17]1[CH:22]=[CH:21][C:20]([NH:23]N)=[CH:19][CH:18]=1)#[N:16].